The task is: Predict the product of the given reaction.. This data is from Forward reaction prediction with 1.9M reactions from USPTO patents (1976-2016). Given the reactants [Br:1][C:2]1[N:3]=[C:4]([C:9]2[NH:13][C:12]3[CH:14]=[C:15]([CH3:18])[CH:16]=[CH:17][C:11]=3[N:10]=2)[C:5]([NH2:8])=[N:6][CH:7]=1.[C:27](O[C:27]([O:29][C:30]([CH3:33])([CH3:32])[CH3:31])=[O:28])([O:29][C:30]([CH3:33])([CH3:32])[CH3:31])=[O:28], predict the reaction product. The product is: [C:30]([O:29][C:27]([N:8]([C:27]([O:29][C:30]([CH3:31])([CH3:32])[CH3:33])=[O:28])[C:5]1[C:4]([C:9]2[N:13]([C:27]([O:29][C:30]([CH3:33])([CH3:32])[CH3:31])=[O:28])[C:12]3[CH:14]=[C:15]([CH3:18])[CH:16]=[CH:17][C:11]=3[N:10]=2)=[N:3][C:2]([Br:1])=[CH:7][N:6]=1)=[O:28])([CH3:33])([CH3:32])[CH3:31].